This data is from Full USPTO retrosynthesis dataset with 1.9M reactions from patents (1976-2016). The task is: Predict the reactants needed to synthesize the given product. (1) The reactants are: [Br:1][C:2]1[C:3]([C:8]([OH:10])=O)=[N:4][CH:5]=[N:6][CH:7]=1.C1C=CC2N(O)N=[N:17][C:15]=2C=1.C(Cl)CCl.Cl.CN.C(N(C(C)C)C(C)C)C. Given the product [Br:1][C:2]1[C:3]([C:8]([NH:17][CH3:15])=[O:10])=[N:4][CH:5]=[N:6][CH:7]=1, predict the reactants needed to synthesize it. (2) The reactants are: [CH3:1][O:2][C:3](=[O:8])[CH2:4][CH2:5][C:6]#[N:7].Cl.[NH2:10][OH:11].C(N(CC)CC)C. Given the product [CH3:1][O:2][C:3](=[O:8])[CH2:4][CH2:5][C:6](=[NH:7])[NH:10][OH:11], predict the reactants needed to synthesize it.